This data is from Peptide-MHC class II binding affinity with 134,281 pairs from IEDB. The task is: Regression. Given a peptide amino acid sequence and an MHC pseudo amino acid sequence, predict their binding affinity value. This is MHC class II binding data. The peptide sequence is RERRLAAEAAVGSGS. The MHC is H-2-IAd with pseudo-sequence H-2-IAd. The binding affinity (normalized) is 0.619.